The task is: Predict the product of the given reaction.. This data is from Forward reaction prediction with 1.9M reactions from USPTO patents (1976-2016). (1) Given the reactants [N:1]1([CH:17]2[CH2:22][CH2:21][NH:20][CH2:19][CH2:18]2)[CH2:6][CH2:5][CH:4]([N:7]2[C@@H:15]3[C@H:10]([CH2:11][CH2:12][CH2:13][CH2:14]3)[CH2:9][C:8]2=[O:16])[CH2:3][CH2:2]1.Cl[C:24]([O:26][CH:27]([CH3:29])[CH3:28])=[O:25].Cl, predict the reaction product. The product is: [O:16]=[C:8]1[CH2:9][C@@H:10]2[C@H:15]([CH2:14][CH2:13][CH2:12][CH2:11]2)[N:7]1[CH:4]1[CH2:3][CH2:2][N:1]([CH:17]2[CH2:18][CH2:19][N:20]([C:24]([O:26][CH:27]([CH3:29])[CH3:28])=[O:25])[CH2:21][CH2:22]2)[CH2:6][CH2:5]1. (2) The product is: [Cl:1][C:2]1[CH:10]=[CH:9][C:8]([C:11]2[N:12]([CH3:23])[C:13]3[C:18]([CH:19]=2)=[CH:17][CH:16]=[C:15]([C:20]([N:53]2[CH2:54][CH2:55][N:50]([CH2:49][CH2:48][OH:47])[CH2:51][CH2:52]2)=[O:22])[CH:14]=3)=[C:7]2[C:3]=1[CH2:4][NH:5][C:6]2=[O:24]. Given the reactants [Cl:1][C:2]1[CH:10]=[CH:9][C:8]([C:11]2[N:12]([CH3:23])[C:13]3[C:18]([CH:19]=2)=[CH:17][CH:16]=[C:15]([C:20]([OH:22])=O)[CH:14]=3)=[C:7]2[C:3]=1[CH2:4][NH:5][C:6]2=[O:24].CCN=C=NCCCN(C)C.C1C=C2N=NN(O)C2=CC=1.O.[OH:47][CH2:48][CH2:49][N:50]1[CH2:55][CH2:54][NH:53][CH2:52][CH2:51]1, predict the reaction product. (3) Given the reactants Cl[C:2]1[C:11]2[C:6](=[CH:7][CH:8]=[C:9]([CH3:12])[CH:10]=2)[N:5]=[C:4]([N:13]2[CH2:19][C:18]3[CH:20]=[CH:21][CH:22]=[CH:23][C:17]=3[S:16](=[O:25])(=[O:24])[CH2:15][CH2:14]2)[CH:3]=1.[CH2:26]([NH2:33])[CH2:27][CH2:28][CH2:29][CH2:30][CH2:31][NH2:32], predict the reaction product. The product is: [O:24]=[S:16]1(=[O:25])[C:17]2[CH:23]=[CH:22][CH:21]=[CH:20][C:18]=2[CH2:19][N:13]([C:4]2[CH:3]=[C:2]([NH:32][CH2:31][CH2:30][CH2:29][CH2:28][CH2:27][CH2:26][NH2:33])[C:11]3[C:6](=[CH:7][CH:8]=[C:9]([CH3:12])[CH:10]=3)[N:5]=2)[CH2:14][CH2:15]1. (4) Given the reactants [CH:1]([B-](F)(F)F)=[CH2:2].[K+].Br[C:9]1[N:10]=[N:11][C:12]([CH3:15])=[CH:13][CH:14]=1.C1(P(C2C=CC=CC=2)C2C=CC=CC=2)C=CC=CC=1.C([O-])([O-])=O.[Cs+].[Cs+], predict the reaction product. The product is: [CH3:15][C:12]1[N:11]=[N:10][C:9]([CH:1]=[CH2:2])=[CH:14][CH:13]=1. (5) Given the reactants Br[C:2]1[C:3]([O:16][C:17]2[N:25]=[C:24]3[C:20]([N:21]([CH:26]4[CH2:31][CH2:30][CH2:29][CH2:28][O:27]4)[CH:22]=[N:23]3)=[CH:19][N:18]=2)=[C:4]2[C:9](=[CH:10][CH:11]=1)[N:8]([C:12](=[O:14])[CH3:13])[C@@H:7]([CH3:15])[CH2:6][CH2:5]2.C(=O)([O-])[O-].[K+].[K+].[CH:38]1([N:41]2[CH:45]=[C:44](B3OC(C)(C)C(C)(C)O3)[CH:43]=[N:42]2)[CH2:40][CH2:39]1.O1CCOCC1, predict the reaction product. The product is: [CH:38]1([N:41]2[CH:45]=[C:44]([C:2]3[C:3]([O:16][C:17]4[N:25]=[C:24]5[C:20]([N:21]([CH:26]6[CH2:31][CH2:30][CH2:29][CH2:28][O:27]6)[CH:22]=[N:23]5)=[CH:19][N:18]=4)=[C:4]4[C:9](=[CH:10][CH:11]=3)[N:8]([C:12](=[O:14])[CH3:13])[C@@H:7]([CH3:15])[CH2:6][CH2:5]4)[CH:43]=[N:42]2)[CH2:40][CH2:39]1.